The task is: Predict the product of the given reaction.. This data is from Forward reaction prediction with 1.9M reactions from USPTO patents (1976-2016). (1) Given the reactants [NH:1]1[C:5]([NH:6][C:7](=[O:9])[CH3:8])=[CH:4][CH:3]=[N:2]1.[I:10](O)(=O)=O.II, predict the reaction product. The product is: [I:10][C:4]1[CH:3]=[N:2][NH:1][C:5]=1[NH:6][C:7](=[O:9])[CH3:8]. (2) Given the reactants [N:1]12[CH2:8][CH2:7][CH:4]([CH2:5][CH2:6]1)[C@@H:3]([OH:9])[CH2:2]2.N1([C:15](N2C=NC=N2)=[O:16])C=NC=N1.[C:22]1([C@H:28]2[C:37]3[C:32](=[CH:33][CH:34]=[CH:35][CH:36]=3)[CH2:31][CH2:30][NH:29]2)[CH:27]=[CH:26][CH:25]=[CH:24][CH:23]=1, predict the reaction product. The product is: [CH:25]1[CH:26]=[CH:27][C:22]([C@@H:28]2[N:29]([C:15]([O:9][C@@H:3]3[CH:4]4[CH2:7][CH2:8][N:1]([CH2:6][CH2:5]4)[CH2:2]3)=[O:16])[CH2:30][CH2:31][C:32]3[CH:33]=[CH:34][CH:35]=[CH:36][C:37]2=3)=[CH:23][CH:24]=1. (3) Given the reactants [OH:1][C:2]1[CH:3]=[C:4]([C:12]([O:14][CH3:15])=[O:13])[CH:5]=[C:6]([CH:11]=1)[C:7]([O:9][CH3:10])=[O:8].C([O-])([O-])=O.[K+].[K+].Cl[CH2:23][O:24][CH2:25][CH3:26], predict the reaction product. The product is: [CH2:25]([O:24][CH2:23][O:1][C:2]1[CH:11]=[C:6]([C:7]([O:9][CH3:10])=[O:8])[CH:5]=[C:4]([CH:3]=1)[C:12]([O:14][CH3:15])=[O:13])[CH3:26]. (4) Given the reactants C([Mg]Br)[C:2]1[CH:7]=[CH:6][C:5]([O:8][CH3:9])=[CH:4][CH:3]=1.[O:12]=[C:13]1[CH2:16][CH:15]([C:17]([O:19][CH3:20])=[O:18])[CH2:14]1.[O-]S([O-])(=O)=O.[Na+].[Na+], predict the reaction product. The product is: [OH:12][C:13]1([C:2]2[CH:7]=[CH:6][C:5]([O:8][CH3:9])=[CH:4][CH:3]=2)[CH2:16][CH:15]([C:17]([O:19][CH3:20])=[O:18])[CH2:14]1. (5) Given the reactants C([N:3]([CH2:6]C)CC)C.C1(P(N=[N+]=[N-])(C2C=CC=CC=2)=[O:15])C=CC=CC=1.[C:25]([OH:29])([CH3:28])([CH3:27])[CH3:26].C([C:33]1[N:34]=[CH:35][C:36]([C:39]2[N:43]([C:44]3[CH:45]=[N:46][C:47]([O:50][CH3:51])=[CH:48][CH:49]=3)[N:42]=[C:41]([C:52]([O:54][CH2:55][CH3:56])=[O:53])[CH:40]=2)=[N:37][CH:38]=1)(O)=O, predict the reaction product. The product is: [C:25]([O:29][C:6]([NH:3][C:33]1[N:34]=[CH:35][C:36]([C:39]2[N:43]([C:44]3[CH:45]=[N:46][C:47]([O:50][CH3:51])=[CH:48][CH:49]=3)[N:42]=[C:41]([C:52]([O:54][CH2:55][CH3:56])=[O:53])[CH:40]=2)=[N:37][CH:38]=1)=[O:15])([CH3:28])([CH3:27])[CH3:26]. (6) The product is: [Br:10][C:9]1[C:2]([NH:1][C:14]2[CH2:18][N:17]([C@H:19]3[CH2:23][CH2:22][O:21][CH2:20]3)[C:16](=[O:24])[CH:15]=2)=[C:3]([CH:6]=[CH:7][C:8]=1[F:11])[C:4]#[N:5]. Given the reactants [NH2:1][C:2]1[C:9]([Br:10])=[C:8]([F:11])[CH:7]=[CH:6][C:3]=1[C:4]#[N:5].CO[C:14]1[CH2:18][N:17]([C@H:19]2[CH2:23][CH2:22][O:21][CH2:20]2)[C:16](=[O:24])[CH:15]=1, predict the reaction product. (7) Given the reactants [N:1]1([C:12](=[O:13])[C:11]2[NH:10][CH:9]=[N:8][C:7]=2[N:5]([CH3:6])[C:3]1=[O:4])[CH3:2].[Br:14]Br, predict the reaction product. The product is: [Br:14][C:9]1[NH:10][C:11]2[C:12](=[O:13])[N:1]([CH3:2])[C:3](=[O:4])[N:5]([CH3:6])[C:7]=2[N:8]=1.